This data is from Full USPTO retrosynthesis dataset with 1.9M reactions from patents (1976-2016). The task is: Predict the reactants needed to synthesize the given product. (1) The reactants are: [Cl:1][C:2]1[N:7]=[N:6][C:5]([O:8][CH2:9][C:10]([O:12]CC)=O)=[CH:4][CH:3]=1.[CH2:15]([N:22]1[CH2:27][CH2:26][CH:25]([NH:28][CH:29]2[CH2:31][CH2:30]2)[CH2:24][CH2:23]1)[C:16]1[CH:21]=[CH:20][CH:19]=[CH:18][CH:17]=1. Given the product [CH2:15]([N:22]1[CH2:23][CH2:24][CH:25]([N:28]([CH:29]2[CH2:30][CH2:31]2)[C:10](=[O:12])[CH2:9][O:8][C:5]2[N:6]=[N:7][C:2]([Cl:1])=[CH:3][CH:4]=2)[CH2:26][CH2:27]1)[C:16]1[CH:17]=[CH:18][CH:19]=[CH:20][CH:21]=1, predict the reactants needed to synthesize it. (2) The reactants are: C([O-])([O-])=O.[K+].[K+].[CH2:7]([O:9][C:10]([C:12]1[S:13][C:14]([CH2:32][CH3:33])=[C:15]([C:30]#[N:31])[C:16]=1[C:17]1[CH:22]=[CH:21][C:20]([C:23]2[CH:28]=[CH:27][CH:26]=[CH:25][C:24]=2[OH:29])=[CH:19][CH:18]=1)=[O:11])[CH3:8].[CH2:34](I)[CH2:35][CH3:36].Cl. Given the product [CH2:7]([O:9][C:10]([C:12]1[S:13][C:14]([CH2:32][CH3:33])=[C:15]([C:30]#[N:31])[C:16]=1[C:17]1[CH:18]=[CH:19][C:20]([C:23]2[CH:28]=[CH:27][CH:26]=[CH:25][C:24]=2[O:29][CH2:34][CH2:35][CH3:36])=[CH:21][CH:22]=1)=[O:11])[CH3:8], predict the reactants needed to synthesize it. (3) Given the product [NH:26]1[C:34]2[CH:33]=[CH:32][N:31]=[C:30]([NH:35][C:36](=[O:37])[CH2:38][CH3:39])[C:29]=2[CH:28]=[CH:27]1, predict the reactants needed to synthesize it. The reactants are: NC1C2C=CN(C(OCC3C=CC=CC=3)=O)C=2C=CN=1.C(Cl)(=O)CC.[NH:26]1[C:34]2[CH:33]=[CH:32][N:31]=[C:30]([NH:35][C:36]([CH:38]3C[CH2:39]3)=[O:37])[C:29]=2[CH:28]=[CH:27]1. (4) Given the product [NH:18]1[CH:19]=[N:20][C:16]([C:12]2[CH:11]=[C:10]3[C:15](=[CH:14][CH:13]=2)[NH:7][N:8]=[C:9]3[C:40]2[CH:41]=[C:42]([NH:46][C:47](=[O:55])[CH2:48][C:49]3[CH:50]=[CH:51][CH:52]=[CH:53][CH:54]=3)[CH:43]=[CH:44][CH:45]=2)=[N:17]1, predict the reactants needed to synthesize it. The reactants are: O1CCCCC1[N:7]1[C:15]2[C:10](=[CH:11][C:12]([C:16]3[N:20]=[CH:19][N:18](C(C4C=CC=CC=4)(C4C=CC=CC=4)C4C=CC=CC=4)[N:17]=3)=[CH:13][CH:14]=2)[C:9]([C:40]2[CH:41]=[C:42]([NH:46][C:47](=[O:55])[CH2:48][C:49]3[CH:54]=[CH:53][CH:52]=[CH:51][CH:50]=3)[CH:43]=[CH:44][CH:45]=2)=[N:8]1. (5) The reactants are: [CH:1]1[C:9]2[C:8]3[CH:10]=[CH:11][CH:12]=[CH:13][C:7]=3[O:6][C:5]=2[C:4](B(O)O)=[CH:3][CH:2]=1.Cl[C:18]1[CH:23]=[C:22]([Cl:24])[CH:21]=[CH:20][N:19]=1.C(=O)([O-])[O-].[K+].[K+].C(COC)OC. Given the product [Cl:24][C:22]1[CH:21]=[CH:20][N:19]=[C:18]([C:4]2[C:5]3[O:6][C:7]4[CH:13]=[CH:12][CH:11]=[CH:10][C:8]=4[C:9]=3[CH:1]=[CH:2][CH:3]=2)[CH:23]=1, predict the reactants needed to synthesize it. (6) Given the product [CH2:6]([O:13][C:14]1[CH:19]=[CH:18][C:17]([C:22]2([OH:21])[CH2:23][CH2:24][N:25]([C:28]([O:30][CH2:31][C:32]3[CH:37]=[CH:36][CH:35]=[CH:34][CH:33]=3)=[O:29])[CH2:26][CH2:27]2)=[CH:16][CH:15]=1)[C:7]1[CH:12]=[CH:11][CH:10]=[CH:9][CH:8]=1, predict the reactants needed to synthesize it. The reactants are: C([Li])CCC.[CH2:6]([O:13][C:14]1[CH:19]=[CH:18][C:17](Br)=[CH:16][CH:15]=1)[C:7]1[CH:12]=[CH:11][CH:10]=[CH:9][CH:8]=1.[O:21]=[C:22]1[CH2:27][CH2:26][N:25]([C:28]([O:30][CH2:31][C:32]2[CH:37]=[CH:36][CH:35]=[CH:34][CH:33]=2)=[O:29])[CH2:24][CH2:23]1.